Task: Predict the reactants needed to synthesize the given product.. Dataset: Full USPTO retrosynthesis dataset with 1.9M reactions from patents (1976-2016) (1) Given the product [Cl:1][C:2]1[N:13]=[C:12]([NH:21][CH:18]2[CH2:19][CH2:20][CH:15]([NH2:22])[CH2:16][CH2:17]2)[C:11]2[C:10]3[CH2:9][CH2:8][CH2:7][C:6]=3[S:5][C:4]=2[N:3]=1, predict the reactants needed to synthesize it. The reactants are: [Cl:1][C:2]1[N:13]=[C:12](Cl)[C:11]2[C:10]3[CH2:9][CH2:8][CH2:7][C:6]=3[S:5][C:4]=2[N:3]=1.[C@H:15]1([NH2:22])[CH2:20][CH2:19][C@H:18]([NH2:21])[CH2:17][CH2:16]1.C(=O)([O-])[O-].[K+].[K+]. (2) Given the product [CH:2]1([CH2:5][O:6][CH2:7][C:8]2[NH:19][C:17](=[S:18])[NH:16][C:10](=[O:12])[CH:9]=2)[CH2:4][CH2:3]1, predict the reactants needed to synthesize it. The reactants are: [Na].[CH:2]1([CH2:5][O:6][CH2:7][C:8](=O)[CH2:9][C:10]([O:12]CC)=O)[CH2:4][CH2:3]1.[NH2:16][C:17]([NH2:19])=[S:18].Cl. (3) Given the product [Cl:19][C:16]1[CH:15]=[CH:14][C:13]([C:11]([N:10]2[C:9]3[C:4](=[CH:5][C:6]([O:20][CH3:21])=[CH:7][CH:8]=3)[C:3]([CH2:22][C:23]([O:25][CH2:37][C:36]([O:35][C:31]([CH3:34])([CH3:33])[CH3:32])=[O:39])=[O:24])=[C:2]2[CH3:1])=[O:12])=[CH:18][CH:17]=1, predict the reactants needed to synthesize it. The reactants are: [CH3:1][C:2]1[N:10]([C:11]([C:13]2[CH:14]=[CH:15][C:16]([Cl:19])=[CH:17][CH:18]=2)=[O:12])[C:9]2[CH:8]=[CH:7][C:6]([O:20][CH3:21])=[CH:5][C:4]=2[C:3]=1[CH2:22][C:23]([OH:25])=[O:24].C([O-])(O)=O.[Na+].[C:31]([O:35][C:36](=[O:39])[CH2:37]Br)([CH3:34])([CH3:33])[CH3:32]. (4) The reactants are: [Br:1][C:2]1[CH:3]=[C:4]([OH:9])[CH:5]=[C:6]([Cl:8])[CH:7]=1.C(=O)([O-])[O-].[K+].[K+].CN1CCCC1=O.[Cl:23][C:24]1[C:29](F)=[C:28]([C:31]([F:34])([F:33])[F:32])[CH:27]=[CH:26][N:25]=1. Given the product [Br:1][C:2]1[CH:3]=[C:4]([CH:5]=[C:6]([Cl:8])[CH:7]=1)[O:9][C:29]1[C:24]([Cl:23])=[N:25][CH:26]=[CH:27][C:28]=1[C:31]([F:34])([F:33])[F:32], predict the reactants needed to synthesize it. (5) Given the product [CH:5]([C:4]1[C:18]([CH3:19])=[C:2]([CH:9]=[C:8]([CH3:10])[C:7]=1[CH3:11])[C:3]([O:21][CH3:20])=[O:23])=[O:6], predict the reactants needed to synthesize it. The reactants are: Br[C:2]1[C:3](C)=[C:4]([C:7]([CH3:11])=[C:8]([CH3:10])[CH:9]=1)[CH:5]=[O:6].C(N([CH2:18][CH3:19])CC)C.[CH3:20][OH:21].[C]=[O:23].[Cl-].[NH4+]. (6) Given the product [CH2:11]([N:8]1[C:4]2[N:5]=[N:6][CH:7]=[C:2]([C:26]3[CH:25]=[C:24]([C:21]4[CH:22]=[CH:23][C:18]([S:15]([CH2:13][CH3:14])(=[O:16])=[O:17])=[CH:19][CH:20]=4)[C:29]([F:30])=[CH:28][CH:27]=3)[C:3]=2[N:10]=[CH:9]1)[CH3:12], predict the reactants needed to synthesize it. The reactants are: Cl[C:2]1[C:3]2[N:10]=[CH:9][N:8]([CH2:11][CH3:12])[C:4]=2[N:5]=[N:6][CH:7]=1.[CH2:13]([S:15]([C:18]1[CH:23]=[CH:22][C:21]([C:24]2[C:29]([F:30])=[CH:28][CH:27]=[C:26](B3OC(C)(C)C(C)(C)O3)[CH:25]=2)=[CH:20][CH:19]=1)(=[O:17])=[O:16])[CH3:14].